From a dataset of Full USPTO retrosynthesis dataset with 1.9M reactions from patents (1976-2016). Predict the reactants needed to synthesize the given product. Given the product [CH2:1]1[C:9]2[C:4](=[CH:5][CH:6]=[CH:7][CH:8]=2)[CH2:3][CH:2]1[NH:10][C:11]1[CH:12]=[C:13]2[C:18](=[CH:19][CH:20]=1)[N:17]=[C:16]([CH3:21])[C:15]([C:22]([OH:24])=[O:23])=[C:14]2[C:26]1[CH:31]=[CH:30][CH:29]=[CH:28][CH:27]=1, predict the reactants needed to synthesize it. The reactants are: [CH2:1]1[C:9]2[C:4](=[CH:5][CH:6]=[CH:7][CH:8]=2)[CH2:3][CH:2]1[NH:10][C:11]1[CH:12]=[C:13]2[C:18](=[CH:19][CH:20]=1)[N:17]=[C:16]([CH3:21])[C:15]([C:22]([O:24]C)=[O:23])=[C:14]2[C:26]1[CH:31]=[CH:30][CH:29]=[CH:28][CH:27]=1.C1OCCOCCOCCOCCOCCOC1.